From a dataset of Full USPTO retrosynthesis dataset with 1.9M reactions from patents (1976-2016). Predict the reactants needed to synthesize the given product. (1) Given the product [CH3:26][O:27][C:18]([N:11]1[C:12]2[C:17](=[CH:16][CH:15]=[CH:14][CH:13]=2)/[C:9](=[CH:8]/[C:3]2[NH:4][C:5]([CH3:7])=[CH:6][C:2]=2[CH3:1])/[C:10]1=[O:25])=[O:19], predict the reactants needed to synthesize it. The reactants are: [CH3:1][C:2]1[CH:6]=[C:5]([CH3:7])[NH:4][C:3]=1/[CH:8]=[C:9]1\[C:10](=[O:25])[N:11]([C:18](N2C=CN=C2)=[O:19])[C:12]2[C:17]\1=[CH:16][CH:15]=[CH:14][CH:13]=2.[CH3:26][OH:27]. (2) The reactants are: [F:1][C:2]1[CH:15]=[C:14]2[C:5]([O:6][C:7]3[CH:8]=[CH:9][C:10]([NH:16]C(=O)OC(C)(C)C)=[CH:11][C:12]=3[CH2:13]2)=[C:4]([C:24]2[CH:29]=[C:28]([N:30]3[CH2:35][CH2:34][O:33][CH2:32][CH2:31]3)[CH:27]=[C:26]([O:36]CC3C=CC(OC)=CC=3)[N:25]=2)[CH:3]=1.Cl.O1CCOCC1. Given the product [NH2:16][C:10]1[CH:11]=[C:12]2[C:7]([O:6][C:5]3[C:4]([C:24]4[NH:25][C:26](=[O:36])[CH:27]=[C:28]([N:30]5[CH2:35][CH2:34][O:33][CH2:32][CH2:31]5)[CH:29]=4)=[CH:3][C:2]([F:1])=[CH:15][C:14]=3[CH2:13]2)=[CH:8][CH:9]=1, predict the reactants needed to synthesize it. (3) Given the product [CH3:1][C:2]([CH3:24])([CH3:23])/[CH:3]=[CH:4]/[C:5]1[CH:6]=[C:7]([C:19]([OH:21])=[O:20])[N:8]([CH2:10][C:11]2[C:16]([CH3:17])=[CH:15][CH:14]=[CH:13][C:12]=2[CH3:18])[N:9]=1, predict the reactants needed to synthesize it. The reactants are: [CH3:1][C:2]([CH3:24])([CH3:23])/[CH:3]=[CH:4]/[C:5]1[CH:6]=[C:7]([C:19]([O:21]C)=[O:20])[N:8]([CH2:10][C:11]2[C:16]([CH3:17])=[CH:15][CH:14]=[CH:13][C:12]=2[CH3:18])[N:9]=1.[OH-].[Na+]. (4) Given the product [C:1]([C:3]1[CH:4]=[N:5][C:6]2[C:11]([C:12]=1[CH2:13][CH2:14][C:15]13[CH2:22][CH2:21][C:18]([NH:23][C:24](=[O:30])[O:25][C:26]([CH3:28])([CH3:27])[CH3:29])([CH2:19][CH2:20]1)[CH2:17][O:16]3)=[N:10][C:9]([O:31][CH2:33][CH2:34][O:35][CH:36]1[CH2:41][CH2:40][CH2:39][CH2:38][O:37]1)=[CH:8][CH:7]=2)#[N:2], predict the reactants needed to synthesize it. The reactants are: [C:1]([C:3]1[CH:4]=[N:5][C:6]2[C:11]([C:12]=1[CH2:13][CH2:14][C:15]13[CH2:22][CH2:21][C:18]([NH:23][C:24](=[O:30])[O:25][C:26]([CH3:29])([CH3:28])[CH3:27])([CH2:19][CH2:20]1)[CH2:17][O:16]3)=[N:10][C:9]([OH:31])=[CH:8][CH:7]=2)#[N:2].Br[CH2:33][CH2:34][O:35][CH:36]1[CH2:41][CH2:40][CH2:39][CH2:38][O:37]1.